This data is from Peptide-MHC class II binding affinity with 134,281 pairs from IEDB. The task is: Regression. Given a peptide amino acid sequence and an MHC pseudo amino acid sequence, predict their binding affinity value. This is MHC class II binding data. (1) The peptide sequence is LMAFTAAVTS. The MHC is DRB1_0802 with pseudo-sequence DRB1_0802. The binding affinity (normalized) is 0. (2) The peptide sequence is GLTNTASHTRLSCDCDDK. The MHC is DRB1_0401 with pseudo-sequence DRB1_0401. The binding affinity (normalized) is 0. (3) The peptide sequence is TPTNASHIQSAVVCG. The MHC is HLA-DQA10101-DQB10501 with pseudo-sequence HLA-DQA10101-DQB10501. The binding affinity (normalized) is 0.